From a dataset of Reaction yield outcomes from USPTO patents with 853,638 reactions. Predict the reaction yield, written as a fraction of the theoretical maximum amount of product (1.0 means a 100% yield; for example, 0.34 means a 34% yield). (1) The product is [C:11]([O:15][C:16]([N:18]1[CH2:23][CH2:22][CH:21]([CH2:24][CH2:25][CH2:26][C:27]([C:2]2[O:1][CH:5]=[CH:4][N:3]=2)=[O:28])[CH2:20][CH2:19]1)=[O:17])([CH3:14])([CH3:13])[CH3:12]. The reactants are [O:1]1[CH:5]=[CH:4][N:3]=[CH:2]1.[Li]CCCC.[C:11]([O:15][C:16]([N:18]1[CH2:23][CH2:22][CH:21]([CH2:24][CH2:25][CH2:26][C:27](Cl)=[O:28])[CH2:20][CH2:19]1)=[O:17])([CH3:14])([CH3:13])[CH3:12]. The catalyst is C1COCC1.CCOC(C)=O.[Cl-].[Cl-].[Zn+2].[Cu]I. The yield is 0.770. (2) The reactants are C(N(C(C)C)CC)(C)C.[C:10]([CH2:12][C:13]([O:15][CH2:16][CH3:17])=[O:14])#[N:11].Br[CH:19]([CH3:29])[C:20]([C:22]1[C:23]([F:28])=[N:24][CH:25]=[CH:26][CH:27]=1)=[O:21]. The catalyst is O1CCCC1. The product is [C:10]([CH:12]([CH:19]([CH3:29])[C:20]([C:22]1[C:23]([F:28])=[N:24][CH:25]=[CH:26][CH:27]=1)=[O:21])[C:13]([O:15][CH2:16][CH3:17])=[O:14])#[N:11]. The yield is 0.850.